This data is from Full USPTO retrosynthesis dataset with 1.9M reactions from patents (1976-2016). The task is: Predict the reactants needed to synthesize the given product. (1) Given the product [Cl:19][C:20]1[CH:27]=[C:26]([Cl:28])[CH:25]=[CH:24][C:21]=1[CH2:22][N:4]1[CH2:5][CH2:6][N:1]([C:7]2[CH:16]=[CH:15][CH:14]=[C:13]3[C:8]=2[C:9]([NH2:18])=[N:10][C:11]([NH2:17])=[N:12]3)[CH2:2][CH2:3]1, predict the reactants needed to synthesize it. The reactants are: [N:1]1([C:7]2[CH:16]=[CH:15][CH:14]=[C:13]3[C:8]=2[C:9]([NH2:18])=[N:10][C:11]([NH2:17])=[N:12]3)[CH2:6][CH2:5][NH:4][CH2:3][CH2:2]1.[Cl:19][C:20]1[CH:27]=[C:26]([Cl:28])[CH:25]=[CH:24][C:21]=1[CH2:22]Cl. (2) Given the product [OH:1][C:2]1[CH:3]=[C:4]2[C:9](=[CH:10][CH:11]=1)[N:8]([C:12](=[O:18])[CH2:13][CH2:14][C:15]([OH:17])=[O:16])[CH2:7][CH2:6][CH2:5]2, predict the reactants needed to synthesize it. The reactants are: [OH:1][C:2]1[CH:3]=[C:4]2[C:9](=[CH:10][CH:11]=1)[NH:8][CH2:7][CH2:6][CH2:5]2.[C:12]1(=[O:18])[O:17][C:15](=[O:16])[CH2:14][CH2:13]1. (3) Given the product [F:15][C:6]1[C:7]2[C:12](=[CH:11][CH:10]=[CH:9][CH:8]=2)[CH:13]=[CH:14][C:5]=1[NH:4][C:1](=[O:3])[CH3:2], predict the reactants needed to synthesize it. The reactants are: [C:1]([NH:4][C:5]1[CH:14]=[CH:13][C:12]2[C:7](=[CH:8][CH:9]=[CH:10][CH:11]=2)[CH:6]=1)(=[O:3])[CH3:2].[F:15][B-](F)(F)F.F[B-](F)(F)F.ClC[N+]12CC[N+](F)(CC1)CC2. (4) Given the product [Cl:1][C:2]1[CH:7]=[C:6]2[NH:8][C:9](=[O:38])[C:10]3([CH:15]([C:16]4[CH:21]=[C:20]([Cl:22])[CH:19]=[CH:18][C:17]=4[O:23][C:24]([CH3:28])([C:25](=[O:26])[NH:78][CH2:77][CH2:76][N:70]4[CH2:75][CH2:74][CH2:73][CH2:72][CH2:71]4)[CH3:27])[CH2:14][C:13](=[O:29])[NH:12][CH:11]3[C:30]3[CH:35]=[C:34]([F:36])[CH:33]=[CH:32][C:31]=3[CH3:37])[C:5]2=[CH:4][CH:3]=1, predict the reactants needed to synthesize it. The reactants are: [Cl:1][C:2]1[CH:7]=[C:6]2[NH:8][C:9](=[O:38])[C:10]3([CH:15]([C:16]4[CH:21]=[C:20]([Cl:22])[CH:19]=[CH:18][C:17]=4[O:23][C:24]([CH3:28])([CH3:27])[CH2:25][OH:26])[CH2:14][C:13](=[O:29])[NH:12][CH:11]3[C:30]3[CH:35]=[C:34]([F:36])[CH:33]=[CH:32][C:31]=3[CH3:37])[C:5]2=[CH:4][CH:3]=1.CCN=C=NCCCN(C)C.Cl.C1C=CC2N(O)N=NC=2C=1.CCN(C(C)C)C(C)C.[N:70]1([CH2:76][CH2:77][NH2:78])[CH2:75][CH2:74][CH2:73][CH2:72][CH2:71]1. (5) Given the product [CH3:13][C:12]([NH:11][C:10]([C:8]1[S:9][C:5]2[N:4]([C:22]([O:24][C:25]([CH3:28])([CH3:27])[CH3:26])=[O:23])[N:3]=[C:2]([NH:1][C:42](=[O:43])[C:41]3[CH:40]=[CH:39][C:38]([N:35]4[CH2:34][CH2:33][N:32]([CH3:31])[CH2:37][CH2:36]4)=[CH:46][CH:45]=3)[C:6]=2[N:7]=1)=[O:21])([C:14]1[CH:19]=[CH:18][CH:17]=[CH:16][CH:15]=1)[CH3:20], predict the reactants needed to synthesize it. The reactants are: [NH2:1][C:2]1[C:6]2[N:7]=[C:8]([C:10](=[O:21])[NH:11][C:12]([CH3:20])([C:14]3[CH:19]=[CH:18][CH:17]=[CH:16][CH:15]=3)[CH3:13])[S:9][C:5]=2[N:4]([C:22]([O:24][C:25]([CH3:28])([CH3:27])[CH3:26])=[O:23])[N:3]=1.Cl.Cl.[CH3:31][N:32]1[CH2:37][CH2:36][N:35]([C:38]2[CH:46]=[CH:45][C:41]([C:42](Cl)=[O:43])=[CH:40][CH:39]=2)[CH2:34][CH2:33]1.[Cl-].[Na+]. (6) Given the product [Cl:1][C:2]1[C:3]([F:15])=[C:4]([N:8]([CH2:16][CH3:17])[CH2:9][C:10]2[NH:11][CH:12]=[N:13][CH:14]=2)[CH:5]=[CH:6][CH:7]=1, predict the reactants needed to synthesize it. The reactants are: [Cl:1][C:2]1[C:3]([F:15])=[C:4]([NH:8][CH2:9][C:10]2[NH:11][CH:12]=[N:13][CH:14]=2)[CH:5]=[CH:6][CH:7]=1.[CH:16](=O)[CH3:17].C([BH3-])#N.[Na+]. (7) Given the product [F:61][C:62]1[CH:63]=[C:64]([NH:69][C:70](=[O:71])[NH:36][C:37]2[CH:38]=[CH:39][C:40]([C:43]3[CH:51]=[C:50]4[C:46]([CH2:47][N:48]([C@@H:53]([CH:58]([CH3:60])[CH3:59])[C:54]([O:56][CH3:57])=[O:55])[C:49]4=[O:52])=[CH:45][CH:44]=3)=[N:41][CH:42]=2)[CH:65]=[CH:66][C:67]=1[F:68], predict the reactants needed to synthesize it. The reactants are: ClC1C=CC=CC=1NC(=O)NC1C=CC(C2C=C3C(CN([C@@H](C(C)C)C(OC)=O)C3=O)=CC=2)=NC=1.[NH2:36][C:37]1[CH:38]=[CH:39][C:40]([C:43]2[CH:51]=[C:50]3[C:46]([CH2:47][N:48]([C@@H:53]([CH:58]([CH3:60])[CH3:59])[C:54]([O:56][CH3:57])=[O:55])[C:49]3=[O:52])=[CH:45][CH:44]=2)=[N:41][CH:42]=1.[F:61][C:62]1[CH:63]=[C:64]([N:69]=[C:70]=[O:71])[CH:65]=[CH:66][C:67]=1[F:68].